From a dataset of Antibody developability classification from SAbDab with 2,409 antibodies. Regression/Classification. Given an antibody's heavy chain and light chain sequences, predict its developability. TAP uses regression for 5 developability metrics; SAbDab uses binary classification. (1) The antibody is ['VQLLEQSGAEVKTPGSSVRVSCRPPGGNFNSYSINWVRQAPGHGLEWVGTFIPMFGTSKYAQKFQGRVTITADGSSGTAYMDLNSLRSDDTAFYYCVRPETPRYCSGGFCYGEFDNWGQGTLVTVSS', 'ELTLTQSPGTLSLSPGKRATLSCRASQSVSGSYLAWYQQKPGQAPRLLIYGASNRATGIPHRFSGSGSGTDFTLTISRLEPEDFAVYYCQQYGSSPTFGQGTRVDIK']. Result: 1 (developable). (2) The antibody is ['EVQLVQSGAEVKKPGQSLKISCKASGYSLTDNWIGWVRQKPGKGLEWMGIIYPGDSDTRYSPSFQGQVTISADKSINTAYLQWSSLKASDTAIYYCVGLDWNYNPLRYWGPGTLVTVSS', 'QSVLTQPPSVSAAPGQKVTISCSGSSSDIGSNYVSWYQQFPGTAPKLLIYDNNKRPSAIPDRFSGSKSGTSATLGITGLQTGDEADYYCGTWDSRLGIAVFGGGTQLTVL']. Result: 0 (not developable). (3) The antibody is ['2atk', 'PROT_7E7F8549']. Result: 0 (not developable). (4) The antibody is ['QVQLQQPGAELVKPGASVKLSCKASGYTFTSSWINWVKQRPGQGLEWIGNVYPGSSSTNYNEKFKNKATLTVDTSSSTAYMQLSSLTSDDSAFYYCVRKDYSWFPYWGQGTLVTVSA', 'EIVMTQAAPSVPVTPGESVSISCRSSKSLLHSNGNTYLNWFLQRPGQSPQLLIYRMSNLASGVPDRFSGSGSETAFTLRTSRVEAEDVGVYYCMQHLEYPFTFGSGTKLELK']. Result: 0 (not developable). (5) The antibody is ['QVQLVESGGGVVQPGRSLRLSCAASGFTFRNYAMHWVRQAPGKGLEWVALIKYDGRNKYYADSVKGRFSISRDNSKNTLYLEMNSLRAEDTAVYYCARDIGLKGEHYDILTAYGPDYWGQGALVTVSS', 'DIQMTQSPSSLSASVGDRVTITCQASQDIRNYLNWYQQKPGKAPKLLIYDASNSETGVPSRFSGSGSGRDFTFTISSLQPEDVATYYCQQHQNVPLTTFGGGTKVEIK']. Result: 1 (developable). (6) The antibody is ['4yx2', 'PROT_14D1CE4D']. Result: 0 (not developable). (7) The antibody is ['EVQLQQSGAELVKPGSSVKISCKASGYTFTNYDMHWIKQRPGSGLEWIGWIYPGNGNTKYNQKFNGKATLTADKSSTTAYMQLSSLTSEDSAVYFCVREGLGITFEYWGQGVKVTVSS', 'DIQMTQSPSFLSASVGDRVTINCKASQNVNKYLDWYQQNLGEPPKLLIYHTNSLPTGIPSRFSGSGSGTDFTLTISSLQVEDVATYFCLQHDSGLTFGSGTKLEIK']. Result: 0 (not developable). (8) The antibody is ['EVQLVESGGGLVQPGGSLRLSCAASGFNIKDTWIHWVRQAPGKGLEWVARIYPTNGYTRYADSVKGRFTISADTSKNTAYLQMNSLRAEDTAVYYCSRWGGFMFYAMDYWGQGTLVTVSS', 'DIQMTQSPSSLSASVGDRVTITCRASQDIPRSISGYVAWYQQKPGKAPKLLIYWGSYLYSGVPSRFSGSGSGTDFTLTISSLQPEDFATYYCQQHYTTPPTFGQGTKVEIK']. Result: 0 (not developable).